Dataset: Full USPTO retrosynthesis dataset with 1.9M reactions from patents (1976-2016). Task: Predict the reactants needed to synthesize the given product. (1) Given the product [Cl:40][C:34]1[CH:35]=[C:36]([Cl:39])[CH:37]=[CH:38][C:33]=1[C:24]1[N:23]=[C:22]([NH:21][CH2:20][CH2:19][NH:18][C:16]2[CH:15]=[CH:14][C:13]([N+:41]([O-:43])=[O:42])=[CH:12][N:17]=2)[CH:27]=[CH:26][C:25]=1[C:28]1[NH:32][CH:31]=[CH:30][N:29]=1, predict the reactants needed to synthesize it. The reactants are: ClC1C=CC([N+]([O-])=O)=CN=1.N[C:12]1[N:17]=[C:16]([NH:18][CH2:19][CH2:20][NH:21][C:22]2[CH:27]=[CH:26][C:25]([C:28]3[NH:29][CH:30]=[CH:31][N:32]=3)=[C:24]([C:33]3[CH:38]=[CH:37][C:36]([Cl:39])=[CH:35][C:34]=3[Cl:40])[N:23]=2)[CH:15]=[CH:14][C:13]=1[N+:41]([O-:43])=[O:42]. (2) Given the product [N+:1]([C:4]1[CH:5]=[CH:6][CH:7]=[C:8]2[C:13]=1[N:12]=[CH:11][N:10]([C:15]1[CH:20]=[CH:19][CH:18]=[CH:17][CH:16]=1)[C:9]2=[O:14])([O-:3])=[O:2], predict the reactants needed to synthesize it. The reactants are: [N+:1]([C:4]1[CH:5]=[CH:6][CH:7]=[C:8]2[C:13]=1[N:12]=[CH:11][NH:10][C:9]2=[O:14])([O-:3])=[O:2].[C:15]1(B(O)O)[CH:20]=[CH:19][CH:18]=[CH:17][CH:16]=1.N1C=CC=CC=1.ClCCl. (3) Given the product [F:2][C:3]1[CH:8]=[CH:7][C:6]([NH:9][C:10]2[CH:15]=[CH:14][N:13]=[C:12]([NH:16][C:17]3[CH:22]=[CH:21][C:20]([S:23]([N:35]([CH2:34][CH2:33][N:28]4[CH2:29][CH2:30][CH2:31][CH2:32]4)[CH:36]4[CH2:37][CH2:38][S:39][CH2:40][CH2:41]4)(=[O:25])=[O:24])=[CH:19][CH:18]=3)[N:11]=2)=[CH:5][CH:4]=1, predict the reactants needed to synthesize it. The reactants are: Cl.[F:2][C:3]1[CH:8]=[CH:7][C:6]([NH:9][C:10]2[CH:15]=[CH:14][N:13]=[C:12]([NH:16][C:17]3[CH:22]=[CH:21][C:20]([S:23](Cl)(=[O:25])=[O:24])=[CH:19][CH:18]=3)[N:11]=2)=[CH:5][CH:4]=1.Cl.[N:28]1([CH2:33][CH2:34][NH:35][CH:36]2[CH2:41][CH2:40][S:39][CH2:38][CH2:37]2)[CH2:32][CH2:31][CH2:30][CH2:29]1. (4) Given the product [F:13][CH:2]([F:1])[CH:3]([CH3:12])[CH2:4][C:5]1([OH:11])[CH2:6][CH2:7][N:8]([C:31]([C:30]2[CH:29]=[CH:28][C:27]([NH:26][S:23]([C:22]3[CH:21]=[CH:20][CH:19]=[C:18]4[S:14][CH:15]=[N:16][C:17]=34)(=[O:25])=[O:24])=[CH:35][CH:34]=2)=[O:32])[CH2:9][CH2:10]1, predict the reactants needed to synthesize it. The reactants are: [F:1][CH:2]([F:13])[CH:3]([CH3:12])[CH2:4][C:5]1([OH:11])[CH2:10][CH2:9][NH:8][CH2:7][CH2:6]1.[S:14]1[C:18]2=[CH:19][CH:20]=[CH:21][C:22]([S:23]([NH:26][C:27]3[CH:35]=[CH:34][C:30]([C:31](O)=[O:32])=[CH:29][CH:28]=3)(=[O:25])=[O:24])=[C:17]2[N:16]=[CH:15]1.CCN(C(C)C)C(C)C.CN(C(ON1N=NC2C=CC=NC1=2)=[N+](C)C)C.F[P-](F)(F)(F)(F)F. (5) Given the product [C:16]1([CH2:15][CH2:14][N:3]2[CH2:2][CH2:1][CH:6]([N:7]([C:8]3[CH:13]=[CH:12][CH:11]=[CH:10][CH:9]=3)[C:30](=[O:33])[CH2:31][CH3:32])[CH2:5][CH2:4]2)[CH:21]=[CH:20][CH:19]=[CH:18][CH:17]=1, predict the reactants needed to synthesize it. The reactants are: [CH2:1]1[CH:6]([NH:7][C:8]2[CH:13]=[CH:12][CH:11]=[CH:10][CH:9]=2)[CH2:5][CH2:4][N:3]([CH2:14][CH2:15][C:16]2[CH:21]=[CH:20][CH:19]=[CH:18][CH:17]=2)[CH2:2]1.Cl.C(N(CC)CC)C.[C:30](Cl)(=[O:33])[CH2:31][CH3:32].[OH-].[Na+]. (6) Given the product [Cl:1][C:2]1[CH:8]=[CH:7][CH:6]=[C:5]([F:9])[C:3]=1[NH:4][C:11]1[CH:16]=[CH:15][C:14]([CH3:17])=[CH:13][CH:12]=1, predict the reactants needed to synthesize it. The reactants are: [Cl:1][C:2]1[CH:8]=[CH:7][CH:6]=[C:5]([F:9])[C:3]=1[NH2:4].Br[C:11]1[CH:16]=[CH:15][C:14]([CH3:17])=[CH:13][CH:12]=1.Cl.C.